This data is from Catalyst prediction with 721,799 reactions and 888 catalyst types from USPTO. The task is: Predict which catalyst facilitates the given reaction. Reactant: [OH-].[K+].[OH:3][NH:4][C:5]([O:7][CH2:8][CH3:9])=[O:6].Br[CH2:11][CH2:12][CH2:13]Br.BrC(Br)(C)C. Product: [CH2:8]([O:7][C:5]([N:4]1[CH2:13][CH2:12][CH2:11][O:3]1)=[O:6])[CH3:9]. The catalyst class is: 8.